From a dataset of Blood-brain barrier permeability classification from the B3DB database. Regression/Classification. Given a drug SMILES string, predict its absorption, distribution, metabolism, or excretion properties. Task type varies by dataset: regression for continuous measurements (e.g., permeability, clearance, half-life) or binary classification for categorical outcomes (e.g., BBB penetration, CYP inhibition). Dataset: b3db_classification. (1) The drug is C[C@@]12CC3CC(N)(C1)C[C@](C)(C3)C2. The result is 1 (penetrates BBB). (2) The compound is Clc1ccc(Cl)c(N=C2NCCN2)c1. The result is 1 (penetrates BBB). (3) The compound is OC1COC2C(O)COC12. The result is 0 (does not penetrate BBB).